Task: Regression. Given a peptide amino acid sequence and an MHC pseudo amino acid sequence, predict their binding affinity value. This is MHC class I binding data.. Dataset: Peptide-MHC class I binding affinity with 185,985 pairs from IEDB/IMGT The peptide sequence is TAFTIPST. The MHC is HLA-B57:01 with pseudo-sequence HLA-B57:01. The binding affinity (normalized) is 0.